Predict the product of the given reaction. From a dataset of Forward reaction prediction with 1.9M reactions from USPTO patents (1976-2016). Given the reactants Br[CH2:2][C:3]1[CH:4]=[C:5]([B:9]2[O:14][CH2:13][C:12]([CH3:16])([CH3:15])[CH2:11][O:10]2)[CH:6]=[CH:7][CH:8]=1.[CH2:17]([NH:19][CH2:20][CH3:21])[CH3:18], predict the reaction product. The product is: [CH3:15][C:12]1([CH3:16])[CH2:13][O:14][B:9]([C:5]2[CH:4]=[C:3]([CH:8]=[CH:7][CH:6]=2)[CH2:2][N:19]([CH2:20][CH3:21])[CH2:17][CH3:18])[O:10][CH2:11]1.